Dataset: Full USPTO retrosynthesis dataset with 1.9M reactions from patents (1976-2016). Task: Predict the reactants needed to synthesize the given product. (1) Given the product [Br:47][C:45]1[CH:46]=[C:41]([NH:40][C:4]([CH:1]2[CH2:3][CH2:2]2)=[O:6])[C:42](=[O:49])[N:43]([CH3:48])[CH:44]=1, predict the reactants needed to synthesize it. The reactants are: [CH:1]1([C:4]([OH:6])=O)[CH2:3][CH2:2]1.CN(C(ON1N=NC2C=CC=NC1=2)=[N+](C)C)C.F[P-](F)(F)(F)(F)F.CCN(C(C)C)C(C)C.[NH2:40][C:41]1[C:42](=[O:49])[N:43]([CH3:48])[CH:44]=[C:45]([Br:47])[CH:46]=1. (2) Given the product [CH3:44][O:43][C:41](=[O:42])[CH2:40][C@H:37]1[C:36]2[CH:45]=[CH:46][C:33]([O:32][CH2:31][C:27]3[CH:26]=[C:25]([C:21]4[C:22]([CH3:24])=[CH:23][C:18]([O:5][CH:6]5[CH2:9][N:8]([C:10]([O:12][C:13]([CH3:16])([CH3:15])[CH3:14])=[O:11])[CH2:7]5)=[CH:19][C:20]=4[CH3:47])[CH:30]=[CH:29][CH:28]=3)=[CH:34][C:35]=2[O:39][CH2:38]1, predict the reactants needed to synthesize it. The reactants are: CS([O:5][CH:6]1[CH2:9][N:8]([C:10]([O:12][C:13]([CH3:16])([CH3:15])[CH3:14])=[O:11])[CH2:7]1)(=O)=O.O[C:18]1[CH:23]=[C:22]([CH3:24])[C:21]([C:25]2[CH:30]=[CH:29][CH:28]=[C:27]([CH2:31][O:32][C:33]3[CH:46]=[CH:45][C:36]4[C@H:37]([CH2:40][C:41]([O:43][CH3:44])=[O:42])[CH2:38][O:39][C:35]=4[CH:34]=3)[CH:26]=2)=[C:20]([CH3:47])[CH:19]=1.C(=O)([O-])[O-].[Cs+].[Cs+].O.